This data is from Full USPTO retrosynthesis dataset with 1.9M reactions from patents (1976-2016). The task is: Predict the reactants needed to synthesize the given product. (1) Given the product [CH3:8][C:5]1[CH:6]=[CH:7][C:2]([O:18][C:13]2[CH:14]=[CH:15][CH:16]=[CH:17][N:12]=2)=[C:3]([N+:9]([O-:11])=[O:10])[CH:4]=1, predict the reactants needed to synthesize it. The reactants are: Cl[C:2]1[CH:7]=[CH:6][C:5]([CH3:8])=[CH:4][C:3]=1[N+:9]([O-:11])=[O:10].[N:12]1[CH:17]=[CH:16][CH:15]=[CH:14][C:13]=1[OH:18].C(=O)([O-])[O-].[K+].[K+]. (2) Given the product [Cl:1][C:2]1[CH:18]=[CH:17][C:5]2[CH2:6][CH2:7][N:8]([C:11](=[O:16])[C:12]([F:15])([F:14])[F:13])[CH2:9][CH2:10][C:4]=2[C:3]=1[NH:39][CH2:38][C:37]1[CH:40]=[CH:41][C:34]([S:33][CH:27]2[CH2:28][CH2:29][CH2:30][CH2:31][CH2:32]2)=[CH:35][CH:36]=1, predict the reactants needed to synthesize it. The reactants are: [Cl:1][C:2]1[CH:18]=[CH:17][C:5]2[CH2:6][CH2:7][N:8]([C:11](=[O:16])[C:12]([F:15])([F:14])[F:13])[CH2:9][CH2:10][C:4]=2[C:3]=1OS(C(F)(F)F)(=O)=O.[CH:27]1([S:33][C:34]2[CH:41]=[CH:40][C:37]([CH2:38][NH2:39])=[CH:36][CH:35]=2)[CH2:32][CH2:31][CH2:30][CH2:29][CH2:28]1. (3) Given the product [CH3:12][C:8]1[NH:9][C:10](=[O:11])[C:5]([C:3]2[N:26]=[C:18]([C:19]3[CH:24]=[CH:23][CH:22]=[CH:21][CH:20]=3)[S:25][CH:2]=2)=[CH:6][C:7]=1[C:13]([O:15][CH2:16][CH3:17])=[O:14], predict the reactants needed to synthesize it. The reactants are: Br[CH2:2][C:3]([C:5]1[C:10](=[O:11])[NH:9][C:8]([CH3:12])=[C:7]([C:13]([O:15][CH2:16][CH3:17])=[O:14])[CH:6]=1)=O.[C:18]([NH2:26])(=[S:25])[C:19]1[CH:24]=[CH:23][CH:22]=[CH:21][CH:20]=1. (4) Given the product [C:26]([O:29][C:30]([N:12]([C:9]1[CH:10]=[CH:11][C:6]([C:5]2[O:1][CH:2]=[N:3][CH:4]=2)=[CH:7][CH:8]=1)[N:13]=[CH:14][C:15]1[CH:20]=[CH:19][C:18]([CH2:21][N:22]([CH3:24])[CH3:23])=[CH:17][CH:16]=1)=[O:31])([CH3:28])([CH3:27])[CH3:25], predict the reactants needed to synthesize it. The reactants are: [O:1]1[C:5]([C:6]2[CH:11]=[CH:10][C:9]([NH:12][N:13]=[CH:14][C:15]3[CH:20]=[CH:19][C:18]([CH2:21][N:22]([CH3:24])[CH3:23])=[CH:17][CH:16]=3)=[CH:8][CH:7]=2)=[CH:4][N:3]=[CH:2]1.[CH3:25][C:26]([O:29][C:30](O[C:30]([O:29][C:26]([CH3:28])([CH3:27])[CH3:25])=[O:31])=[O:31])([CH3:28])[CH3:27]. (5) Given the product [Cl:33][C:30]1[CH:31]=[CH:32][C:27]2[N:28]([C:24]([C:6]3[O:14][C:9]4=[CH:10][N:11]=[CH:12][CH:13]=[C:8]4[CH:7]=3)=[CH:25][N:26]=2)[N:29]=1, predict the reactants needed to synthesize it. The reactants are: C([Sn](CCCC)(CCCC)[C:6]1[O:14][C:9]2=[CH:10][N:11]=[CH:12][CH:13]=[C:8]2[CH:7]=1)CCC.Br[C:24]1[N:28]2[N:29]=[C:30]([Cl:33])[CH:31]=[CH:32][C:27]2=[N:26][CH:25]=1.C1(P(C2C=CC=CC=2)C2C=CC=CC=2)C=CC=CC=1. (6) Given the product [CH2:8]([O:10][C:11]1[C:14](=[O:15])[C:13](=[O:18])[C:12]=1[NH:1][C:2]1[CH:3]=[N:4][CH:5]=[CH:6][CH:7]=1)[CH3:9], predict the reactants needed to synthesize it. The reactants are: [NH2:1][C:2]1[CH:3]=[N:4][CH:5]=[CH:6][CH:7]=1.[CH2:8]([O:10][C:11]1[C:12](=O)[C:13](=[O:18])[C:14]=1[O:15]CC)[CH3:9]. (7) Given the product [NH2:1][C:2]1[CH:10]=[CH:9][CH:8]=[C:7]([Cl:11])[C:3]=1[C:4]([NH:16][C:17]1[CH:22]=[CH:21][CH:20]=[CH:19][C:18]=1[C:23]1[CH:24]=[CH:25][CH:26]=[CH:27][CH:28]=1)=[O:6], predict the reactants needed to synthesize it. The reactants are: [NH2:1][C:2]1[CH:10]=[CH:9][CH:8]=[C:7]([Cl:11])[C:3]=1[C:4]([OH:6])=O.O=S(Cl)Cl.[NH2:16][C:17]1(N)[CH2:22][CH:21]=[CH:20][CH:19]=[C:18]1[C:23]1[CH:28]=[CH:27][CH:26]=[CH:25][CH:24]=1.C(Cl)(Cl)Cl.